Dataset: Full USPTO retrosynthesis dataset with 1.9M reactions from patents (1976-2016). Task: Predict the reactants needed to synthesize the given product. Given the product [CH2:23]([O:22][C:20]([NH:1][C:2]1[CH:3]=[CH:4][C:5]([N:9]2[CH2:18][CH2:17][C:12]3([O:16][CH2:15][CH2:14][O:13]3)[CH2:11][CH2:10]2)=[C:6]([F:8])[CH:7]=1)=[O:21])[CH3:24], predict the reactants needed to synthesize it. The reactants are: [NH2:1][C:2]1[CH:3]=[CH:4][C:5]([N:9]2[CH2:18][CH2:17][C:12]3([O:16][CH2:15][CH2:14][O:13]3)[CH2:11][CH2:10]2)=[C:6]([F:8])[CH:7]=1.Cl[C:20]([O:22][CH2:23][CH3:24])=[O:21].